From a dataset of Catalyst prediction with 721,799 reactions and 888 catalyst types from USPTO. Predict which catalyst facilitates the given reaction. (1) Reactant: [CH:1]([C:4]1[CH:10]=[CH:9][C:7]([NH2:8])=[CH:6][CH:5]=1)([CH3:3])[CH3:2].[C:11](N1C=CN=C1)(N1C=CN=C1)=[O:12].[CH3:23][O:24][C:25]1[CH:34]=[CH:33][C:32]([N:35]2[CH2:40][CH2:39][N:38]([CH3:41])[CH2:37][CH2:36]2)=[C:31]2[C:26]=1[CH2:27][CH2:28][NH:29][CH2:30]2. Product: [CH:1]([C:4]1[CH:10]=[CH:9][C:7]([NH:8][C:11]([N:29]2[CH2:28][CH2:27][C:26]3[C:31](=[C:32]([N:35]4[CH2:36][CH2:37][N:38]([CH3:41])[CH2:39][CH2:40]4)[CH:33]=[CH:34][C:25]=3[O:24][CH3:23])[CH2:30]2)=[O:12])=[CH:6][CH:5]=1)([CH3:3])[CH3:2]. The catalyst class is: 4. (2) Reactant: FC(F)(F)C(O)=O.[NH2:8][C:9]1[N:35]=[C:34]([CH2:36][O:37][CH3:38])[CH:33]=[CH:32][C:10]=1[C:11]([NH:13][CH2:14][C:15]1[O:16][C:17]2[CH:23]=[C:22]([O:24]CC3C=CC=CC=3)[CH:21]=[CH:20][C:18]=2[CH:19]=1)=[O:12].C1(SC)C=CC=CC=1.C(=O)(O)[O-].[Na+]. Product: [NH2:8][C:9]1[N:35]=[C:34]([CH2:36][O:37][CH3:38])[CH:33]=[CH:32][C:10]=1[C:11]([NH:13][CH2:14][C:15]1[O:16][C:17]2[CH:23]=[C:22]([OH:24])[CH:21]=[CH:20][C:18]=2[CH:19]=1)=[O:12]. The catalyst class is: 6.